The task is: Predict the product of the given reaction.. This data is from Forward reaction prediction with 1.9M reactions from USPTO patents (1976-2016). (1) Given the reactants [F:1][CH:2]([F:13])[C:3]1[CH:12]=[CH:11][C:6]([C:7]([O:9][CH3:10])=[O:8])=[CH:5][N:4]=1.[BH3-]C#N.[Na+].[C:18](Cl)([O:20][CH2:21][C:22]1[CH:27]=[CH:26][CH:25]=[CH:24][CH:23]=1)=[O:19], predict the reaction product. The product is: [F:13][CH:2]([F:1])[C@@H:3]1[N:4]([C:18]([O:20][CH2:21][C:22]2[CH:27]=[CH:26][CH:25]=[CH:24][CH:23]=2)=[O:19])[CH2:5][C@@H:6]([C:7]([O:9][CH3:10])=[O:8])[CH2:11][CH2:12]1. (2) Given the reactants C(Cl)(=O)C(Cl)=O.C[O:8][C:9](=[O:22])[CH:10]([NH:19][CH:20]=O)[CH2:11][C:12]1[CH:17]=[CH:16][C:15]([Cl:18])=[CH:14][CH:13]=1, predict the reaction product. The product is: [Cl:18][C:15]1[CH:16]=[C:17]2[C:12]([CH:11]=[C:10]([C:9]([OH:8])=[O:22])[N:19]=[CH:20]2)=[CH:13][CH:14]=1. (3) Given the reactants [NH2:1][C:2]1[N:7]=[C:6]([CH3:8])[C:5]([CH2:9][NH2:10])=[C:4]([O:11][CH2:12][C:13]([O:15][CH3:16])=[O:14])[CH:3]=1.[CH2:17]([N:24]1[CH:28]=[C:27]([C:29](O)=[O:30])[CH:26]=[N:25]1)[C:18]1[CH:23]=[CH:22][CH:21]=[CH:20][CH:19]=1.CCN(C(C)C)C(C)C.CN(C(ON1N=NC2C=CC=NC1=2)=[N+](C)C)C.F[P-](F)(F)(F)(F)F, predict the reaction product. The product is: [NH2:1][C:2]1[N:7]=[C:6]([CH3:8])[C:5]([CH2:9][NH:10][C:29]([C:27]2[CH:26]=[N:25][N:24]([CH2:17][C:18]3[CH:23]=[CH:22][CH:21]=[CH:20][CH:19]=3)[CH:28]=2)=[O:30])=[C:4]([O:11][CH2:12][C:13]([O:15][CH3:16])=[O:14])[CH:3]=1. (4) Given the reactants [F:1][C:2]1[S:6][C:5]([NH:7][CH2:8][C:9]2[CH:14]=[CH:13][C:12]([O:15][CH3:16])=[CH:11][CH:10]=2)=[N:4][CH:3]=1.[Cl:17][C:18]1[CH:19]=[CH:20][C:21]([O:50][CH3:51])=[C:22]([C:24]2[C:33]3[C:28](=[CH:29][C:30]([S:34](OC4C(F)=C(F)C(F)=C(F)C=4F)(=[O:36])=[O:35])=[CH:31][CH:32]=3)[C:27](=[O:49])[NH:26][N:25]=2)[CH:23]=1.C[Si]([N-][Si](C)(C)C)(C)C.[Li+], predict the reaction product. The product is: [Cl:17][C:18]1[CH:19]=[CH:20][C:21]([O:50][CH3:51])=[C:22]([C:24]2[C:33]3[C:28](=[CH:29][C:30]([S:34]([N:7]([C:5]4[S:6][C:2]([F:1])=[CH:3][N:4]=4)[CH2:8][C:9]4[CH:14]=[CH:13][C:12]([O:15][CH3:16])=[CH:11][CH:10]=4)(=[O:36])=[O:35])=[CH:31][CH:32]=3)[C:27](=[O:49])[NH:26][N:25]=2)[CH:23]=1. (5) Given the reactants [NH:1]1[C:9]2[C:4](=[CH:5][CH:6]=[CH:7][CH:8]=2)[CH:3]=[CH:2]1.[CH3:10]COCC, predict the reaction product. The product is: [CH3:10][N:1]1[C:9]2[C:4](=[CH:5][CH:6]=[CH:7][CH:8]=2)[CH:3]=[CH:2]1. (6) Given the reactants [O:1]=[C:2]1[CH2:9][CH:8]2[C:4]3([C:10]([O:12][CH2:13][CH3:14])=[O:11])[CH:5]([CH2:6][CH2:7]2)[CH:3]13.C([SnH](CCCC)CCCC)CCC.N(C(C)(C)C#N)=NC(C)(C)C#N, predict the reaction product. The product is: [O:1]=[C:2]1[CH2:9][CH:8]2[CH:4]([C:10]([O:12][CH2:13][CH3:14])=[O:11])[CH:5]([CH2:6][CH2:7]2)[CH2:3]1.